Dataset: Catalyst prediction with 721,799 reactions and 888 catalyst types from USPTO. Task: Predict which catalyst facilitates the given reaction. Reactant: [C:1]([O:5][C:6](=[O:36])[NH:7][C:8]1([C:12]2[CH:17]=[CH:16][C:15]([C:18]3[C:27]([C:28]4[CH:33]=[CH:32][CH:31]=[CH:30][CH:29]=4)=[CH:26][C:25]4[C:24](=[N:34][NH2:35])[NH:23][CH2:22][CH2:21][C:20]=4[N:19]=3)=[CH:14][CH:13]=2)[CH2:11][CH2:10][CH2:9]1)([CH3:4])([CH3:3])[CH3:2].CCN=C=NCCCN(C)C.C1C=CC2N(O)N=NC=2C=1.O.[CH3:59][N:60]1[CH:64]=[C:63]([C:65](O)=O)[N:62]=[CH:61]1. Product: [C:1]([O:5][C:6](=[O:36])[NH:7][C:8]1([C:12]2[CH:13]=[CH:14][C:15]([C:18]3[C:27]([C:28]4[CH:29]=[CH:30][CH:31]=[CH:32][CH:33]=4)=[CH:26][C:25]4[C:24]5=[N:34][N:35]=[C:65]([C:63]6[N:62]=[CH:61][N:60]([CH3:59])[CH:64]=6)[N:23]5[CH2:22][CH2:21][C:20]=4[N:19]=3)=[CH:16][CH:17]=2)[CH2:11][CH2:10][CH2:9]1)([CH3:4])([CH3:2])[CH3:3]. The catalyst class is: 3.